From a dataset of Full USPTO retrosynthesis dataset with 1.9M reactions from patents (1976-2016). Predict the reactants needed to synthesize the given product. (1) Given the product [F:1][CH:2]([F:15])[O:3][C:4]1[CH:9]=[CH:8][C:7]([CH:10]=[CH:11][C:12]([NH2:22])=[O:13])=[CH:6][CH:5]=1, predict the reactants needed to synthesize it. The reactants are: [F:1][CH:2]([F:15])[O:3][C:4]1[CH:9]=[CH:8][C:7]([CH:10]=[CH:11][C:12](O)=[O:13])=[CH:6][CH:5]=1.C(Cl)(=O)C(Cl)=O.[NH3:22]. (2) Given the product [CH3:3][NH:5][S:10]([C:12]1[CH:17]=[CH:16][C:15]([NH2:18])=[CH:14][CH:13]=1)(=[O:19])=[O:11], predict the reactants needed to synthesize it. The reactants are: CN.[CH2:3]([N:5](CC)CC)C.[S:10](F)(=[O:19])([C:12]1[CH:17]=[CH:16][C:15]([NH2:18])=[CH:14][CH:13]=1)=[O:11]. (3) Given the product [Cl:7][C:8]1[CH:9]=[CH:10][C:11]([CH:19]([CH3:21])[CH3:20])=[C:12]([CH:18]=1)[CH2:13][N:14]([CH:15]1[CH2:17][CH2:16]1)[C:29]([C:28]1[C:24]([CH:23]([F:33])[F:22])=[N:25][N:26]([CH3:32])[C:27]=1[F:31])=[O:30], predict the reactants needed to synthesize it. The reactants are: C([O-])([O-])=O.[Ca+2].Cl.[Cl:7][C:8]1[CH:9]=[CH:10][C:11]([CH:19]([CH3:21])[CH3:20])=[C:12]([CH:18]=1)[CH2:13][NH:14][CH:15]1[CH2:17][CH2:16]1.[F:22][CH:23]([F:33])[C:24]1[C:28]([CH:29]=[O:30])=[C:27]([F:31])[N:26]([CH3:32])[N:25]=1.S(=O)(O)[O-].[Na+]. (4) The reactants are: [Br:1][C:2]1[CH:7]=[CH:6][C:5]([C@@H:8]2[O:13][CH2:12][CH2:11][N:10]([C@@H](C3C=CC=CC=3)C)[CH2:9]2)=[CH:4][CH:3]=1.[Cl:22]C(OC(Cl)C)=O. Given the product [ClH:22].[Br:1][C:2]1[CH:3]=[CH:4][C:5]([C@@H:8]2[O:13][CH2:12][CH2:11][NH:10][CH2:9]2)=[CH:6][CH:7]=1, predict the reactants needed to synthesize it. (5) Given the product [Br:29][CH2:1][C:3]1[CH:28]=[CH:27][C:6]2[N:7]3[C:24]([C:25]#[N:26])=[CH:23][CH:22]=[C:8]3[C:9]3([CH2:15][CH2:14][N:13]([C:16](=[O:21])[C:17]([F:19])([F:20])[F:18])[CH2:12][CH2:11]3)[O:10][C:5]=2[CH:4]=1, predict the reactants needed to synthesize it. The reactants are: [CH2:1]([C:3]1[CH:28]=[CH:27][C:6]2[N:7]3[C:24]([C:25]#[N:26])=[CH:23][CH:22]=[C:8]3[C:9]3([CH2:15][CH2:14][N:13]([C:16](=[O:21])[C:17]([F:20])([F:19])[F:18])[CH2:12][CH2:11]3)[O:10][C:5]=2[CH:4]=1)C.[Br:29]N1C(=O)CCC1=O.C(C(N=NC(C)(C)C#N)(C)C)#N. (6) The reactants are: [Si:1]([O:8][CH:9]1[CH2:14][CH2:13][N:12]([C:15]([C:28]2[CH:33]=[CH:32][CH:31]=[CH:30][CH:29]=2)([C:22]2[CH:27]=[CH:26][CH:25]=[CH:24][CH:23]=2)[C:16]2[CH:21]=[CH:20][CH:19]=[CH:18][CH:17]=2)[CH2:11]/[C:10]/1=[CH:34]\[CH2:35][OH:36])([C:4]([CH3:7])([CH3:6])[CH3:5])([CH3:3])[CH3:2]. Given the product [Si:1]([O:8][CH:9]1[CH2:14][CH2:13][N:12]([C:15]([C:22]2[CH:23]=[CH:24][CH:25]=[CH:26][CH:27]=2)([C:28]2[CH:29]=[CH:30][CH:31]=[CH:32][CH:33]=2)[C:16]2[CH:17]=[CH:18][CH:19]=[CH:20][CH:21]=2)[CH2:11]/[C:10]/1=[CH:34]\[CH:35]=[O:36])([C:4]([CH3:7])([CH3:6])[CH3:5])([CH3:3])[CH3:2], predict the reactants needed to synthesize it.